Dataset: CYP2C19 inhibition data for predicting drug metabolism from PubChem BioAssay. Task: Regression/Classification. Given a drug SMILES string, predict its absorption, distribution, metabolism, or excretion properties. Task type varies by dataset: regression for continuous measurements (e.g., permeability, clearance, half-life) or binary classification for categorical outcomes (e.g., BBB penetration, CYP inhibition). Dataset: cyp2c19_veith. (1) The compound is CCOc1ccc(C(F)(F)F)cc1NC(C)=O. The result is 1 (inhibitor). (2) The molecule is COc1ncc2nc(-c3ccccc3)c(=O)n(-c3ccccc3)c2n1. The result is 0 (non-inhibitor).